This data is from Forward reaction prediction with 1.9M reactions from USPTO patents (1976-2016). The task is: Predict the product of the given reaction. (1) Given the reactants [Cl:1][C:2]1[CH:3]=[CH:4][C:5]2[N:9]=[C:8]([CH2:10][CH3:11])[N:7]([C:12]3[C:13]([CH3:33])=[C:14]([CH:30]=[CH:31][CH:32]=3)[CH2:15][NH:16][C:17]3[CH:29]=[CH:28][C:20]4[C@H:21]([CH2:24][C:25]([OH:27])=[O:26])[CH2:22][O:23][C:19]=4[CH:18]=3)[C:6]=2[CH:34]=1.[OH-].[Na+:36], predict the reaction product. The product is: [Cl:1][C:2]1[CH:3]=[CH:4][C:5]2[N:9]=[C:8]([CH2:10][CH3:11])[N:7]([C:12]3[C:13]([CH3:33])=[C:14]([CH:30]=[CH:31][CH:32]=3)[CH2:15][NH:16][C:17]3[CH:29]=[CH:28][C:20]4[C@H:21]([CH2:24][C:25]([O-:27])=[O:26])[CH2:22][O:23][C:19]=4[CH:18]=3)[C:6]=2[CH:34]=1.[Na+:36]. (2) Given the reactants O[PH2]=O.[Br:4][C:5]1[C:6]([CH3:13])=[CH:7][C:8](N)=[N:9][C:10]=1[CH3:11].N([O-])=[O:15].[Na+].C([O-])(O)=O.[Na+], predict the reaction product. The product is: [Br:4][C:5]1[C:6]([CH3:13])=[CH:7][C:8](=[O:15])[NH:9][C:10]=1[CH3:11].